Task: Predict which catalyst facilitates the given reaction.. Dataset: Catalyst prediction with 721,799 reactions and 888 catalyst types from USPTO (1) The catalyst class is: 46. Reactant: CS(C)=O.C(Cl)(=O)C(Cl)=O.[CH3:11][O:12][CH:13]([CH2:17][CH:18]=[CH2:19])[CH2:14][CH2:15][OH:16].C(N(CC)CC)C. Product: [CH3:11][O:12][CH:13]([CH2:17][CH:18]=[CH2:19])[CH2:14][CH:15]=[O:16]. (2) Reactant: O=[C:2]([CH:6]1[CH2:10][CH2:9][O:8][CH2:7]1)[CH2:3][C:4]#[N:5].Cl.Cl.[CH3:13][O:14][C:15]1[CH:20]=[CH:19][C:18]([NH:21][NH2:22])=[CH:17][CH:16]=1.[OH-].[Na+]. Product: [CH3:13][O:14][C:15]1[CH:20]=[CH:19][C:18]([N:21]2[C:4]([NH2:5])=[CH:3][C:2]([CH:6]3[CH2:10][CH2:9][O:8][CH2:7]3)=[N:22]2)=[CH:17][CH:16]=1. The catalyst class is: 14.